This data is from Full USPTO retrosynthesis dataset with 1.9M reactions from patents (1976-2016). The task is: Predict the reactants needed to synthesize the given product. (1) The reactants are: [CH3:1][O:2][C:3]1[CH:8]=[CH:7][C:6]([S:9]([N:12]([C@H:20]([CH2:25][CH3:26])[C:21]([O:23]C)=[O:22])[CH2:13][C:14]2[CH:15]=[N:16][CH:17]=[CH:18][CH:19]=2)(=[O:11])=[O:10])=[CH:5][CH:4]=1.[OH-].[Li+]. Given the product [CH3:1][O:2][C:3]1[CH:8]=[CH:7][C:6]([S:9]([N:12]([C@H:20]([CH2:25][CH3:26])[C:21]([OH:23])=[O:22])[CH2:13][C:14]2[CH:15]=[N:16][CH:17]=[CH:18][CH:19]=2)(=[O:11])=[O:10])=[CH:5][CH:4]=1, predict the reactants needed to synthesize it. (2) Given the product [Cl:27][CH:28]([CH2:32][CH3:33])[C:29]([N:10]1[CH2:11][C:12](=[O:13])[N:7]([CH2:6][O:5][CH2:4][CH2:3][Si:2]([CH3:19])([CH3:18])[CH3:1])[C:8]2[CH:17]=[CH:16][CH:15]=[N:14][C:9]1=2)=[O:30], predict the reactants needed to synthesize it. The reactants are: [CH3:1][Si:2]([CH3:19])([CH3:18])[CH2:3][CH2:4][O:5][CH2:6][N:7]1[C:12](=[O:13])[CH2:11][NH:10][C:9]2[N:14]=[CH:15][CH:16]=[CH:17][C:8]1=2.C(N(CC)CC)C.[Cl:27][CH:28]([CH2:32][CH3:33])[C:29](Cl)=[O:30].C(=O)([O-])O.[Na+]. (3) Given the product [Cl:22][C:23]1[N:28]=[CH:27][C:26]([NH:29][S:51]([CH2:50][C:45]2[CH:46]=[C:47]([Cl:49])[CH:48]=[C:43]([Cl:42])[CH:44]=2)(=[O:53])=[O:52])=[C:25]([OH:30])[CH:24]=1, predict the reactants needed to synthesize it. The reactants are: ClC1N=NC(NS(CC2C=CC(F)=C(F)C=2)(=O)=O)=C(O)C=1.[Cl:22][C:23]1[N:28]=[CH:27][C:26]([NH2:29])=[C:25]([O:30]C)[CH:24]=1.ClC1N=NC(N)=C(OC)C=1.[Cl:42][C:43]1[CH:44]=[C:45]([CH2:50][S:51](Cl)(=[O:53])=[O:52])[CH:46]=[C:47]([Cl:49])[CH:48]=1.FC1C=C(CS(Cl)(=O)=O)C=CC=1F. (4) Given the product [CH2:51]([C:56]1[CH:61]=[CH:60][C:59]2[NH:62][C:26]([C@@H:2]([NH:1][C:29](=[O:30])[O:31][C:32]([CH3:35])([CH3:34])[CH3:33])[CH2:3][C:4](=[O:25])[NH:5][C:6]([C:7]3[CH:12]=[CH:11][CH:10]=[CH:9][CH:8]=3)([C:19]3[CH:20]=[CH:21][CH:22]=[CH:23][CH:24]=3)[C:13]3[CH:14]=[CH:15][CH:16]=[CH:17][CH:18]=3)=[N:63][C:58]=2[CH:57]=1)[C:52]([CH3:55])([CH3:54])[CH3:53], predict the reactants needed to synthesize it. The reactants are: [NH:1]([C:29]([O:31][C:32]([CH3:35])([CH3:34])[CH3:33])=[O:30])[C@H:2]([C:26](O)=O)[CH2:3][C:4](=[O:25])[NH:5][C:6]([C:19]1[CH:24]=[CH:23][CH:22]=[CH:21][CH:20]=1)([C:13]1[CH:18]=[CH:17][CH:16]=[CH:15][CH:14]=1)[C:7]1[CH:12]=[CH:11][CH:10]=[CH:9][CH:8]=1.CN1CCOCC1.ClC(OCC(C)C)=O.[CH2:51]([C:56]1[CH:57]=[C:58]([NH2:63])[C:59]([NH2:62])=[CH:60][CH:61]=1)[C:52]([CH3:55])([CH3:54])[CH3:53].C(O)(=O)C. (5) Given the product [N:1]1([C:6]2[CH:7]=[CH:8][C:9]([NH:12][C:13]3[C:18]([C:19]([OH:21])=[O:20])=[CH:17][N:16]=[C:15]([Cl:24])[N:14]=3)=[CH:10][CH:11]=2)[CH:5]=[N:4][CH:3]=[N:2]1, predict the reactants needed to synthesize it. The reactants are: [N:1]1([C:6]2[CH:11]=[CH:10][C:9]([NH:12][C:13]3[C:18]([C:19]([O:21]CC)=[O:20])=[CH:17][N:16]=[C:15]([Cl:24])[N:14]=3)=[CH:8][CH:7]=2)[CH:5]=[N:4][CH:3]=[N:2]1.[Li+].[OH-].Cl. (6) Given the product [OH:1][C:2]1[CH:3]=[C:4]([CH:7]=[CH:8][C:9]=1[O:10][CH2:20][CH2:19][O:18][CH3:17])[CH:5]=[O:6], predict the reactants needed to synthesize it. The reactants are: [OH:1][C:2]1[CH:3]=[C:4]([CH:7]=[CH:8][C:9]=1[OH:10])[CH:5]=[O:6].C(=O)([O-])[O-].[Na+].[Na+].[CH3:17][O:18][CH2:19][CH2:20]Br.Cl.